Dataset: Full USPTO retrosynthesis dataset with 1.9M reactions from patents (1976-2016). Task: Predict the reactants needed to synthesize the given product. (1) Given the product [CH2:1]([O:3][C:4]([C:5]1[CH:10]=[CH:9][C:8]2[N:11]([CH3:12])[C:18]([C:17]3[C:16]([Cl:15])=[CH:23][CH:22]=[CH:21][C:20]=3[Cl:24])=[N:13][C:7]=2[CH:6]=1)=[O:14])[CH3:2], predict the reactants needed to synthesize it. The reactants are: [CH2:1]([O:3][C:4](=[O:14])[C:5]1[CH:10]=[CH:9][C:8]([NH:11][CH3:12])=[C:7]([NH2:13])[CH:6]=1)[CH3:2].[Cl:15][C:16]1[CH:23]=[CH:22][CH:21]=[C:20]([Cl:24])[C:17]=1[CH:18]=O.C(S([O-])(=O)=O)(F)(F)F.C(S([O-])(=O)=O)(F)(F)F.C(S([O-])(=O)=O)(F)(F)F.[Yb+3].O. (2) Given the product [CH3:26][C@H:25]1[C@:11]23[CH:10]=[C:9]([CH3:31])[C@H:8]([OH:7])[C@@:12]2([OH:30])[C@H:13]([OH:29])[C:14]([CH2:27][OH:28])=[CH:15][C@H:16]([C:17]3=[O:18])[C@@H:19]2[C:21]([CH3:23])([CH3:22])[C@@H:20]2[CH2:24]1, predict the reactants needed to synthesize it. The reactants are: C/C=C(\C([O:7][C@@H:8]1[C@@:12]2([OH:30])[C@H:13]([OH:29])[C:14]([CH2:27][OH:28])=[CH:15][C@H:16]3[C@@H:19]4[C:21]([CH3:23])([CH3:22])[C@@H:20]4[CH2:24][C@@H:25]([CH3:26])[C@:11]2([C:17]3=[O:18])[CH:10]=[C:9]1[CH3:31])=O)/C.C[C@H]1C23C=C(C)[C@H](O)[C@@]2(O)[C@H]2C(COC(C)(C)O2)=CC(C3=O)C2C(C)(C)C2C1.CC1C23C=C(C)C4OC(C)(C)OC24C2C(COC(C)(C)O2)=CC(C3=O)C2C(C)(C)C2C1.C(O)(=O)/C(=C\C)/C.C(OC(=O)/C(=C\C)/C)(=O)/C(=C\C)/C.C(OC)(=O)/C(=C\C)/C.C(Cl)(=O)/C(=C\C)/C.C(C1[N-]C=CN=1)(=O)/C(=C\C)/C.C(OC(=O)/C(=C\C)/C)(=O)/C(=C/C)/C.C(O)(=O)/C(=C/C)/C.C(OC(=O)/C(=C/C)/C)(=O)/C(=C/C)/C.C(OC)(=O)/C(=C/C)/C.C(Cl)(=O)/C(=C/C)/C. (3) Given the product [CH2:1]([N:8]([C:23]1[CH:28]=[CH:27][C:26]([C:29]([F:32])([F:31])[F:30])=[CH:25][N:24]=1)[S:9]([C:12]1[CH:13]=[CH:14][C:15]([C:16]([O:18][CH3:19])=[O:17])=[CH:20][CH:21]=1)(=[O:11])=[O:10])[C:2]1[CH:3]=[CH:4][CH:5]=[CH:6][CH:7]=1, predict the reactants needed to synthesize it. The reactants are: [CH2:1]([NH:8][S:9]([C:12]1[CH:21]=[CH:20][C:15]([C:16]([O:18][CH3:19])=[O:17])=[CH:14][CH:13]=1)(=[O:11])=[O:10])[C:2]1[CH:7]=[CH:6][CH:5]=[CH:4][CH:3]=1.Cl[C:23]1[CH:28]=[CH:27][C:26]([C:29]([F:32])([F:31])[F:30])=[CH:25][N:24]=1.C([O-])([O-])=O.[Cs+].[Cs+].C1(P(C2C=CC=CC=2)C2C3OC4C(=CC=CC=4P(C4C=CC=CC=4)C4C=CC=CC=4)C(C)(C)C=3C=CC=2)C=CC=CC=1. (4) Given the product [C:15]([C:11]1[C:12]2[CH:22]([C:21]3[CH:24]=[CH:25][CH:26]=[CH:27][C:20]=3[Cl:19])[C:33]3[C:31](=[O:32])[CH2:30][C:29]([CH3:37])([CH3:28])[CH2:36][C:34]=3[NH:14][C:13]=2[N:9]([C:6]2[CH:5]=[CH:4][C:3]([O:2][CH3:1])=[CH:8][CH:7]=2)[N:10]=1)([CH3:18])([CH3:17])[CH3:16], predict the reactants needed to synthesize it. The reactants are: [CH3:1][O:2][C:3]1[CH:8]=[CH:7][C:6]([N:9]2[C:13]([NH2:14])=[CH:12][C:11]([C:15]([CH3:18])([CH3:17])[CH3:16])=[N:10]2)=[CH:5][CH:4]=1.[Cl:19][C:20]1[CH:27]=[CH:26][CH:25]=[CH:24][C:21]=1[CH:22]=O.[CH3:28][C:29]1([CH3:37])[CH2:36][C:34](=O)[CH2:33][C:31](=[O:32])[CH2:30]1. (5) Given the product [CH2:1]([NH:4][C:5]1[N:15]=[C:14]([C:16]([F:19])([F:17])[F:18])[CH:13]=[CH:12][C:6]=1[C:7]([OH:9])=[O:8])[CH2:2][CH3:3], predict the reactants needed to synthesize it. The reactants are: [CH2:1]([NH:4][C:5]1[N:15]=[C:14]([C:16]([F:19])([F:18])[F:17])[CH:13]=[CH:12][C:6]=1[C:7]([O:9]CC)=[O:8])[CH2:2][CH3:3].[OH-].[Na+]. (6) The reactants are: Cl.[NH:2]1[CH2:10][CH2:9][CH2:8][C@H:3]1[C:4]([O:6][CH3:7])=[O:5].C([O-])([O-])=O.[K+].[K+].[Cl:17][C:18]1[CH:19]=[C:20]([CH:23]=[C:24]([Cl:26])[CH:25]=1)[CH2:21]Cl.O. Given the product [Cl:17][C:18]1[CH:19]=[C:20]([CH:23]=[C:24]([Cl:26])[CH:25]=1)[CH2:21][N:2]1[CH2:10][CH2:9][CH2:8][C@H:3]1[C:4]([O:6][CH3:7])=[O:5], predict the reactants needed to synthesize it.